From a dataset of NCI-60 drug combinations with 297,098 pairs across 59 cell lines. Regression. Given two drug SMILES strings and cell line genomic features, predict the synergy score measuring deviation from expected non-interaction effect. (1) Drug 1: C1=NC(=NC(=O)N1C2C(C(C(O2)CO)O)O)N. Drug 2: CC(C)CN1C=NC2=C1C3=CC=CC=C3N=C2N. Cell line: SF-295. Synergy scores: CSS=12.0, Synergy_ZIP=-4.88, Synergy_Bliss=-4.57, Synergy_Loewe=-1.79, Synergy_HSA=-4.16. (2) Drug 1: CCC(=C(C1=CC=CC=C1)C2=CC=C(C=C2)OCCN(C)C)C3=CC=CC=C3.C(C(=O)O)C(CC(=O)O)(C(=O)O)O. Drug 2: CCC1=C2CN3C(=CC4=C(C3=O)COC(=O)C4(CC)O)C2=NC5=C1C=C(C=C5)O. Cell line: RXF 393. Synergy scores: CSS=8.65, Synergy_ZIP=0.148, Synergy_Bliss=1.03, Synergy_Loewe=-2.14, Synergy_HSA=0.0365. (3) Drug 1: C1=C(C(=O)NC(=O)N1)N(CCCl)CCCl. Drug 2: C1C(C(OC1N2C=NC3=C2NC=NCC3O)CO)O. Cell line: HL-60(TB). Synergy scores: CSS=54.3, Synergy_ZIP=0.288, Synergy_Bliss=1.56, Synergy_Loewe=-12.6, Synergy_HSA=2.31. (4) Drug 1: C1=CC(=CC=C1CCCC(=O)O)N(CCCl)CCCl. Drug 2: C1CNP(=O)(OC1)N(CCCl)CCCl. Cell line: T-47D. Synergy scores: CSS=26.6, Synergy_ZIP=-3.93, Synergy_Bliss=-4.83, Synergy_Loewe=-15.4, Synergy_HSA=-3.60. (5) Drug 1: CN1CCC(CC1)COC2=C(C=C3C(=C2)N=CN=C3NC4=C(C=C(C=C4)Br)F)OC. Drug 2: CC(C)(C#N)C1=CC(=CC(=C1)CN2C=NC=N2)C(C)(C)C#N. Cell line: CAKI-1. Synergy scores: CSS=27.4, Synergy_ZIP=-8.22, Synergy_Bliss=-5.87, Synergy_Loewe=-6.42, Synergy_HSA=-3.59. (6) Drug 1: CNC(=O)C1=NC=CC(=C1)OC2=CC=C(C=C2)NC(=O)NC3=CC(=C(C=C3)Cl)C(F)(F)F. Drug 2: CN(C(=O)NC(C=O)C(C(C(CO)O)O)O)N=O. Cell line: NCI-H226. Synergy scores: CSS=-9.87, Synergy_ZIP=5.80, Synergy_Bliss=4.23, Synergy_Loewe=-9.34, Synergy_HSA=-8.75. (7) Drug 1: CN1C(=O)N2C=NC(=C2N=N1)C(=O)N. Drug 2: C1=NC2=C(N1)C(=S)N=CN2. Cell line: SNB-75. Synergy scores: CSS=19.4, Synergy_ZIP=-5.14, Synergy_Bliss=3.09, Synergy_Loewe=-17.3, Synergy_HSA=1.09. (8) Cell line: CCRF-CEM. Drug 1: CC1OCC2C(O1)C(C(C(O2)OC3C4COC(=O)C4C(C5=CC6=C(C=C35)OCO6)C7=CC(=C(C(=C7)OC)O)OC)O)O. Synergy scores: CSS=56.3, Synergy_ZIP=7.11, Synergy_Bliss=3.00, Synergy_Loewe=-21.8, Synergy_HSA=2.45. Drug 2: CC1=C(C=C(C=C1)NC(=O)C2=CC=C(C=C2)CN3CCN(CC3)C)NC4=NC=CC(=N4)C5=CN=CC=C5. (9) Drug 1: CS(=O)(=O)OCCCCOS(=O)(=O)C. Drug 2: COCCOC1=C(C=C2C(=C1)C(=NC=N2)NC3=CC=CC(=C3)C#C)OCCOC.Cl. Cell line: NCI-H522. Synergy scores: CSS=18.0, Synergy_ZIP=-1.90, Synergy_Bliss=2.13, Synergy_Loewe=7.15, Synergy_HSA=7.31. (10) Drug 1: C1=NC2=C(N1)C(=S)N=CN2. Drug 2: CC1C(C(CC(O1)OC2CC(CC3=C2C(=C4C(=C3O)C(=O)C5=CC=CC=C5C4=O)O)(C(=O)C)O)N)O. Cell line: HL-60(TB). Synergy scores: CSS=28.8, Synergy_ZIP=-5.50, Synergy_Bliss=-11.0, Synergy_Loewe=-9.69, Synergy_HSA=-8.10.